From a dataset of Full USPTO retrosynthesis dataset with 1.9M reactions from patents (1976-2016). Predict the reactants needed to synthesize the given product. Given the product [Br:14][C:15]1[O:23][C:22]2[CH2:21][CH2:20][N:19]([C:11]([C:9]3[CH:10]=[C:5]4[N:4]=[CH:3][C:2]([Cl:1])=[CH:7][N:6]4[N:8]=3)=[O:13])[N:18]([CH3:24])[C:17]=2[CH:16]=1, predict the reactants needed to synthesize it. The reactants are: [Cl:1][C:2]1[CH:3]=[N:4][C:5]2[N:6]([N:8]=[C:9]([C:11]([OH:13])=O)[CH:10]=2)[CH:7]=1.[Br:14][C:15]1[O:23][C:22]2[CH2:21][CH2:20][NH:19][N:18]([CH3:24])[C:17]=2[CH:16]=1.